From a dataset of Peptide-MHC class I binding affinity with 185,985 pairs from IEDB/IMGT. Regression. Given a peptide amino acid sequence and an MHC pseudo amino acid sequence, predict their binding affinity value. This is MHC class I binding data. (1) The peptide sequence is DKLNLTKSDV. The MHC is H-2-Db with pseudo-sequence H-2-Db. The binding affinity (normalized) is 0.278. (2) The peptide sequence is LPNVQFVDI. The MHC is HLA-B35:01 with pseudo-sequence HLA-B35:01. The binding affinity (normalized) is 0.496.